Dataset: Forward reaction prediction with 1.9M reactions from USPTO patents (1976-2016). Task: Predict the product of the given reaction. (1) Given the reactants COC([C@]12C(C)(C)[C@H](CC1)CC2=O)=O.[CH3:15][O:16][C:17]([C@@:19]12[C:25]([CH3:27])([CH3:26])[C@@H:22]([CH2:23][CH2:24]1)[CH:21]=[C:20]2[O:28][S:29]([C:32]([F:35])([F:34])[F:33])(=[O:31])=[O:30])=[O:18], predict the reaction product. The product is: [CH3:15][O:16][C:17]([C@:19]12[C:25]([CH3:27])([CH3:26])[C@H:22]([CH2:23][CH2:24]1)[CH:21]=[C:20]2[O:28][S:29]([C:32]([F:35])([F:33])[F:34])(=[O:31])=[O:30])=[O:18]. (2) Given the reactants Cl[C:2]1[C:7]([C:8]#[N:9])=[C:6]([C:10]2[CH:15]=[C:14]([O:16][CH3:17])[CH:13]=[CH:12][C:11]=2[F:18])[N:5]=[C:4]([S:19][CH3:20])[N:3]=1.[SH:21][CH2:22][C:23]([NH2:25])=[O:24].C(=O)([O-])[O-].[Na+].[Na+], predict the reaction product. The product is: [C:8]([C:7]1[C:2]([S:21][CH2:22][C:23]([NH2:25])=[O:24])=[N:3][C:4]([S:19][CH3:20])=[N:5][C:6]=1[C:10]1[CH:15]=[C:14]([O:16][CH3:17])[CH:13]=[CH:12][C:11]=1[F:18])#[N:9]. (3) The product is: [I:8][C:3]1[CH:4]=[N:5][CH:6]=[CH:7][C:2]=1[O:16][CH2:15][CH2:14][C:11]1[CH:12]=[CH:13][S:9][CH:10]=1. Given the reactants Cl[C:2]1[CH:7]=[CH:6][N:5]=[CH:4][C:3]=1[I:8].[S:9]1[CH:13]=[CH:12][C:11]([CH2:14][CH2:15][OH:16])=[CH:10]1.O1CCCC1.CN(C)C=O.[H-].[Na+], predict the reaction product. (4) Given the reactants [Na].[C:2]([O:9][CH2:10][CH3:11])(=[O:8])[C:3]([O:5]CC)=O.[CH3:12][O:13][C:14]1[CH:15]=[C:16]([CH2:22][CH2:23][C:24](=[O:26])[CH3:25])[CH:17]=[C:18]([O:20][CH3:21])[CH:19]=1.CCCCCCC.C(OCC)(=O)C, predict the reaction product. The product is: [CH2:10]([O:9][C:2](=[O:8])[C:3](=[O:5])[CH2:25][C:24](=[O:26])[CH2:23][CH2:22][C:16]1[CH:17]=[C:18]([O:20][CH3:21])[CH:19]=[C:14]([O:13][CH3:12])[CH:15]=1)[CH3:11]. (5) Given the reactants [CH3:1][O:2][C:3]1[C:4]([CH3:13])=[N:5][C:6]2[C:11]([CH:12]=1)=[CH:10][CH:9]=[CH:8][CH:7]=2.[H][H], predict the reaction product. The product is: [CH3:1][O:2][C:3]1[C:4]([CH3:13])=[N:5][C:6]2[CH2:7][CH2:8][CH2:9][CH2:10][C:11]=2[CH:12]=1. (6) Given the reactants [NH2:1][C:2]1[CH:7]=[C:6]([C:8]2[N:12]([C:13]3[CH:18]=[CH:17][C:16]([F:19])=[CH:15][CH:14]=3)[N:11]=[C:10]([C:20]([F:23])([F:22])[F:21])[CH:9]=2)[CH:5]=[CH:4][C:3]=1[OH:24].C1N=CN([C:30](N2C=NC=C2)=[O:31])C=1.O, predict the reaction product. The product is: [F:19][C:16]1[CH:15]=[CH:14][C:13]([N:12]2[C:8]([C:6]3[CH:5]=[CH:4][C:3]4[O:24][C:30](=[O:31])[NH:1][C:2]=4[CH:7]=3)=[CH:9][C:10]([C:20]([F:23])([F:22])[F:21])=[N:11]2)=[CH:18][CH:17]=1. (7) Given the reactants [NH:1]1[CH2:6][CH2:5][CH:4]([C:7]2[CH:15]=[CH:14][CH:13]=[C:12]3[C:8]=2[CH2:9][C:10](=[O:16])[NH:11]3)[CH2:3][CH2:2]1.[N:17]1[CH:22]=[CH:21][C:20]([CH2:23][NH:24][C:25]([C:27]2[C:31]([CH3:32])=[C:30]([CH:33]=O)[NH:29][CH:28]=2)=[O:26])=[CH:19][CH:18]=1, predict the reaction product. The product is: [N:17]1[CH:18]=[CH:19][C:20]([CH2:23][NH:24][C:25]([C:27]2[C:31]([CH3:32])=[C:30]([CH:33]=[C:9]3[C:8]4[C:12](=[CH:13][CH:14]=[CH:15][C:7]=4[CH:4]4[CH2:3][CH2:2][NH:1][CH2:6][CH2:5]4)[NH:11][C:10]3=[O:16])[NH:29][CH:28]=2)=[O:26])=[CH:21][CH:22]=1. (8) Given the reactants [NH2:1][C:2]1[CH:3]=[CH:4][C:5]2[N:10]([CH2:11][CH2:12][N:13]([CH3:15])[CH3:14])[C:9](=[O:16])[CH2:8][O:7][C:6]=2[CH:17]=1.I.[S:19]1[CH:23]=[CH:22][CH:21]=[C:20]1[C:24](SC)=[NH:25], predict the reaction product. The product is: [CH3:15][N:13]([CH3:14])[CH2:12][CH2:11][N:10]1[C:9](=[O:16])[CH2:8][O:7][C:6]2[CH:17]=[C:2]([NH:1][C:24]([C:20]3[S:19][CH:23]=[CH:22][CH:21]=3)=[NH:25])[CH:3]=[CH:4][C:5]1=2.